Predict the reactants needed to synthesize the given product. From a dataset of Full USPTO retrosynthesis dataset with 1.9M reactions from patents (1976-2016). (1) Given the product [NH2:30][C:29]1[S:28][C:26]2[N:27]=[C:22]([NH:21][C:17]3[CH:16]=[C:15]([NH:14][C:12](=[O:13])[C:8]4[CH:9]=[CH:10][CH:11]=[C:6]([C:3]([C:1]#[N:2])([CH3:5])[CH3:4])[CH:7]=4)[CH:20]=[CH:19][CH:18]=3)[N:23]=[CH:24][C:25]=2[N:31]=1, predict the reactants needed to synthesize it. The reactants are: [C:1]([C:3]([C:6]1[CH:7]=[C:8]([C:12]([NH:14][C:15]2[CH:16]=[C:17]([NH:21][C:22]3[N:27]=[C:26]([S:28][C:29]#[N:30])[C:25]([N+:31]([O-])=O)=[CH:24][N:23]=3)[CH:18]=[CH:19][CH:20]=2)=[O:13])[CH:9]=[CH:10][CH:11]=1)([CH3:5])[CH3:4])#[N:2].CN1CCCC1=O.Cl.[OH-].[Na+]. (2) Given the product [CH3:1][O:2][C:3]1[CH:4]=[CH:5][C:6]([C:9]2[CH:10]=[C:11](/[CH:22]=[CH:23]/[C:24]([OH:26])=[O:25])[O:12][C:13]=2[C:14]2[CH:15]=[CH:16][CH:17]=[CH:18][CH:19]=2)=[CH:7][CH:8]=1, predict the reactants needed to synthesize it. The reactants are: [CH3:1][O:2][C:3]1[CH:8]=[CH:7][C:6]([C:9]2[CH:10]=[C:11](C=O)[O:12][C:13]=2[C:14]2[CH:19]=[CH:18][CH:17]=[CH:16][CH:15]=2)=[CH:5][CH:4]=1.[C:22](O)(=O)[CH2:23][C:24]([OH:26])=[O:25].Cl. (3) Given the product [C:31]([C:42]1[O:1][N:2]=[C:3]([N:5]2[CH2:10][CH2:9][CH:8]([C@H:11]3[O:29][C:14]4=[CH:15][N:16]=[C:17]([C:19]5[CH2:24][CH2:23][N:22]([S:25]([CH3:28])(=[O:27])=[O:26])[CH2:21][CH:20]=5)[CH:18]=[C:13]4[CH2:12]3)[CH2:7][CH2:6]2)[N:4]=1)([CH3:41])([CH3:32])[CH3:30], predict the reactants needed to synthesize it. The reactants are: [OH:1][NH:2][C:3]([N:5]1[CH2:10][CH2:9][CH:8]([C@H:11]2[O:29][C:14]3=[CH:15][N:16]=[C:17]([C:19]4[CH2:20][CH2:21][N:22]([S:25]([CH3:28])(=[O:27])=[O:26])[CH2:23][CH:24]=4)[CH:18]=[C:13]3[CH2:12]2)[CH2:7][CH2:6]1)=[NH:4].[CH3:30][C:31]([CH3:42])([CH3:41])[C:32](O[C:30](=O)[C:31]([CH3:42])([CH3:41])[CH3:32])=O.